This data is from NCI-60 drug combinations with 297,098 pairs across 59 cell lines. The task is: Regression. Given two drug SMILES strings and cell line genomic features, predict the synergy score measuring deviation from expected non-interaction effect. (1) Drug 1: CN(C)C1=NC(=NC(=N1)N(C)C)N(C)C. Drug 2: C1C(C(OC1N2C=C(C(=O)NC2=O)F)CO)O. Cell line: SW-620. Synergy scores: CSS=29.6, Synergy_ZIP=-2.15, Synergy_Bliss=-5.05, Synergy_Loewe=-20.4, Synergy_HSA=-6.86. (2) Drug 1: C1CCC(CC1)NC(=O)N(CCCl)N=O. Drug 2: CC1=C(C(CCC1)(C)C)C=CC(=CC=CC(=CC(=O)O)C)C. Cell line: UO-31. Synergy scores: CSS=12.2, Synergy_ZIP=-3.54, Synergy_Bliss=1.98, Synergy_Loewe=5.17, Synergy_HSA=4.49. (3) Drug 1: CN(C)N=NC1=C(NC=N1)C(=O)N. Drug 2: CN(C(=O)NC(C=O)C(C(C(CO)O)O)O)N=O. Cell line: SK-OV-3. Synergy scores: CSS=0.258, Synergy_ZIP=-2.25, Synergy_Bliss=-2.62, Synergy_Loewe=-4.05, Synergy_HSA=-2.13. (4) Drug 1: CC1C(C(CC(O1)OC2CC(CC3=C2C(=C4C(=C3O)C(=O)C5=C(C4=O)C(=CC=C5)OC)O)(C(=O)CO)O)N)O.Cl. Drug 2: C(CCl)NC(=O)N(CCCl)N=O. Cell line: MALME-3M. Synergy scores: CSS=12.8, Synergy_ZIP=-6.52, Synergy_Bliss=-5.12, Synergy_Loewe=-22.0, Synergy_HSA=-2.93. (5) Drug 1: C1CN1P(=S)(N2CC2)N3CC3. Drug 2: C1CN(P(=O)(OC1)NCCCl)CCCl. Cell line: MDA-MB-435. Synergy scores: CSS=-2.65, Synergy_ZIP=0.522, Synergy_Bliss=0.543, Synergy_Loewe=-2.66, Synergy_HSA=-2.05. (6) Drug 1: C1CNP(=O)(OC1)N(CCCl)CCCl. Drug 2: CC1C(C(CC(O1)OC2CC(CC3=C2C(=C4C(=C3O)C(=O)C5=C(C4=O)C(=CC=C5)OC)O)(C(=O)CO)O)N)O.Cl. Cell line: UACC-257. Synergy scores: CSS=44.5, Synergy_ZIP=0.967, Synergy_Bliss=0.572, Synergy_Loewe=-47.1, Synergy_HSA=1.04. (7) Drug 1: C1=CC=C(C=C1)NC(=O)CCCCCCC(=O)NO. Drug 2: C#CCC(CC1=CN=C2C(=N1)C(=NC(=N2)N)N)C3=CC=C(C=C3)C(=O)NC(CCC(=O)O)C(=O)O. Cell line: SW-620. Synergy scores: CSS=61.8, Synergy_ZIP=3.82, Synergy_Bliss=3.55, Synergy_Loewe=-5.22, Synergy_HSA=5.38.